The task is: Predict the product of the given reaction.. This data is from Forward reaction prediction with 1.9M reactions from USPTO patents (1976-2016). (1) Given the reactants Br[C:2]1[CH:3]=[CH:4][C:5]([C:10]([N:12]2[CH2:17][CH2:16][N:15]([C:18]3[C:23]([CH3:24])=[CH:22][C:21]([CH3:25])=[CH:20][N:19]=3)[CH2:14][CH2:13]2)=[O:11])=[C:6]([CH:9]=1)[C:7]#[N:8].[CH3:26][CH:27]1[NH:31][C:30](=[O:32])[CH2:29][CH2:28]1, predict the reaction product. The product is: [CH3:24][C:23]1[C:18]([N:15]2[CH2:16][CH2:17][N:12]([C:10]([C:5]3[CH:4]=[CH:3][C:2]([N:31]4[C:30](=[O:32])[CH2:29][CH2:28][CH:27]4[CH3:26])=[CH:9][C:6]=3[C:7]#[N:8])=[O:11])[CH2:13][CH2:14]2)=[N:19][CH:20]=[C:21]([CH3:25])[CH:22]=1. (2) Given the reactants [C:1]([N:5]1[C:9]2[CH:10]=[CH:11][CH:12]=[CH:13][C:8]=2[O:7][C:6]1=[O:14])(=[O:4])[CH2:2][CH3:3].[CH3:15][C:16]([CH3:20])([CH3:19])[CH:17]=[O:18], predict the reaction product. The product is: [OH:18][C@@H:17]([C:16]([CH3:20])([CH3:19])[CH3:15])[C@@H:2]([CH3:3])[C:1]([N:5]1[C:9]2[CH:10]=[CH:11][CH:12]=[CH:13][C:8]=2[O:7][C:6]1=[O:14])=[O:4].